This data is from Forward reaction prediction with 1.9M reactions from USPTO patents (1976-2016). The task is: Predict the product of the given reaction. (1) Given the reactants [CH2:1]([O:8][CH2:9][CH2:10][CH:11]1[CH2:16][CH2:15][C:14]([CH3:18])(O)[CH:13]([CH2:19][CH3:20])[CH2:12]1)[C:2]1[CH:7]=[CH:6][CH:5]=[CH:4][CH:3]=1.S(O)(C1C=CC(C)=CC=1)(=O)=O.O.[O-]S([O-])(=O)=O.[Mg+2], predict the reaction product. The product is: [CH2:19]([C:13]1[CH2:12][CH:11]([CH2:10][CH2:9][O:8][CH2:1][C:2]2[CH:7]=[CH:6][CH:5]=[CH:4][CH:3]=2)[CH2:16][CH2:15][C:14]=1[CH3:18])[CH3:20]. (2) Given the reactants [Cl-].[C:2]1([C:17]2[CH:22]=[CH:21][CH:20]=[CH:19][CH:18]=2)[CH:7]=[CH:6][CH:5]=[CH:4][C:3]=1[NH:8][C:9]([C@:11]1([CH3:16])[CH2:15][CH2:14][CH2:13][NH2+:12]1)=[O:10].[Cl-].[C:24]([CH2:27][CH2:28][C:29]1[N:33]([CH3:34])[C:32]2[CH:35]=[CH:36][CH:37]=[CH:38][C:31]=2[NH+:30]=1)(O)=[O:25].O.ON1C2C=CC=CC=2N=N1.CN1CCOCC1.C(Cl)CCl, predict the reaction product. The product is: [C:2]1([C:17]2[CH:18]=[CH:19][CH:20]=[CH:21][CH:22]=2)[CH:7]=[CH:6][CH:5]=[CH:4][C:3]=1[NH:8][C:9](=[O:10])[C@:11]1([CH3:16])[CH2:15][CH2:14][CH2:13][N:12]1[C:24](=[O:25])[CH2:27][CH2:28][C:29]1[N:33]([CH3:34])[C:32]2[CH:35]=[CH:36][CH:37]=[CH:38][C:31]=2[N:30]=1. (3) Given the reactants [Cl-].[OH:2][CH2:3][CH2:4][N+:5]([CH3:8])([CH3:7])[CH3:6].[NH2:9][C:10]([NH2:12])=[O:11].NC(N)=O, predict the reaction product. The product is: [NH2:9][C:10]([NH2:12])=[O:11].[OH:2][CH2:3][CH2:4][N+:5]([CH3:8])([CH3:7])[CH3:6]. (4) The product is: [Cl:23][C:20]1[CH:21]=[CH:22][C:2]2[N:1]=[C:14]([N:28]3[CH2:29][CH2:30][N:25]([CH3:24])[CH2:26][CH2:27]3)[C:6]3[C:7]4[CH:13]=[CH:12][CH:11]=[CH:10][C:8]=4[S:9][C:5]=3[NH:4][C:3]=2[CH:19]=1. Given the reactants [NH2:1][C:2]1[CH:22]=[CH:21][C:20]([Cl:23])=[CH:19][C:3]=1[NH:4][C:5]1[S:9][C:8]2[CH:10]=[CH:11][CH:12]=[CH:13][C:7]=2[C:6]=1[C:14](OCC)=O.[CH3:24][N:25]1[CH2:30][CH2:29][NH:28][CH2:27][CH2:26]1, predict the reaction product. (5) The product is: [Cl:52][C:50]1[CH:49]=[CH:48][C:47]([F:53])=[C:46]([C:43]2[CH:44]=[CH:45][C:40]([CH2:39][C@@H:38]([NH:54][C:55]([C:57]3[NH:58][N:59]=[N:60][CH:61]=3)=[O:56])[CH2:37][C@@H:33]([NH:32][C:5](=[O:7])[CH2:4][N:2]([CH3:3])[CH3:1])[C:34]([OH:36])=[O:35])=[CH:41][CH:42]=2)[CH:51]=1. Given the reactants [CH3:1][N:2]([CH2:4][C:5]([OH:7])=O)[CH3:3].CN(C(ON1N=NC2C=CC=NC1=2)=[N+](C)C)C.F[P-](F)(F)(F)(F)F.[NH2:32][C@H:33]([CH2:37][C@H:38]([NH:54][C:55]([C:57]1[NH:58][N:59]=[N:60][CH:61]=1)=[O:56])[CH2:39][C:40]1[CH:45]=[CH:44][C:43]([C:46]2[CH:51]=[C:50]([Cl:52])[CH:49]=[CH:48][C:47]=2[F:53])=[CH:42][CH:41]=1)[C:34]([OH:36])=[O:35].CCN(C(C)C)C(C)C, predict the reaction product. (6) Given the reactants I.I[C:3]1[N:8]=[CH:7][N:6]=[C:5]([NH:9][C:10]2[CH:15]=[CH:14][C:13]([O:16][C:17]3[CH:18]=[N:19][C:20]([CH3:23])=[CH:21][CH:22]=3)=[C:12]([CH3:24])[CH:11]=2)[C:4]=1[NH2:25].[C:26](#[N:28])[CH3:27], predict the reaction product. The product is: [NH2:28][C:26]1[CH:24]=[C:12]([C:13]#[C:14][C:3]2[N:8]=[CH:7][N:6]=[C:5]([NH:9][C:10]3[CH:15]=[CH:14][C:13]([O:16][C:17]4[CH:18]=[N:19][C:20]([CH3:23])=[CH:21][CH:22]=4)=[C:12]([CH3:24])[CH:11]=3)[C:4]=2[NH2:25])[CH:11]=[CH:10][CH:27]=1. (7) Given the reactants Br[C:2]1[CH:7]=[CH:6][C:5]([C:8]2[NH:12][C:11]([C@@H:13]3[CH2:17][C@H:16]([CH3:18])[CH2:15][N:14]3[C:19]([O:21][C:22]([CH3:25])([CH3:24])[CH3:23])=[O:20])=[N:10][CH:9]=2)=[CH:4][CH:3]=1.[CH3:26][C:27]1([CH3:43])[C:31]([CH3:33])([CH3:32])[O:30][B:29]([B:29]2[O:30][C:31]([CH3:33])([CH3:32])[C:27]([CH3:43])([CH3:26])[O:28]2)[O:28]1.C([O-])(=O)C.[K+], predict the reaction product. The product is: [CH3:18][C@@H:16]1[CH2:15][N:14]([C:19]([O:21][C:22]([CH3:25])([CH3:24])[CH3:23])=[O:20])[C@H:13]([C:11]2[NH:12][C:8]([C:5]3[CH:6]=[CH:7][C:2]([B:29]4[O:30][C:31]([CH3:33])([CH3:32])[C:27]([CH3:43])([CH3:26])[O:28]4)=[CH:3][CH:4]=3)=[CH:9][N:10]=2)[CH2:17]1.